Dataset: Forward reaction prediction with 1.9M reactions from USPTO patents (1976-2016). Task: Predict the product of the given reaction. The product is: [CH2:3]1[C@H:2]([N:26]2[C:27]3[N:28]=[C:20]([Cl:19])[N:21]=[C:22]([NH2:29])[C:23]=3[N:24]=[CH:25]2)[O:9][C@H:6]([CH2:7][OH:8])[C@H:4]1[OH:5]. Given the reactants [Na].[C@@H:2]1(N2C=C(C)C(=O)NC2=O)[O:9][C@H:6]([CH2:7][OH:8])[C@@H:4]([OH:5])[CH2:3]1.[Cl:19][C:20]1[N:28]=[C:27]2[C:23]([NH:24][CH:25]=[N:26]2)=[C:22]([NH2:29])[N:21]=1.[C@@H]1(N2C=CC(=O)NC2=O)O[C@H](CO)[C@@H](O)C1.ClC1N=C2C(NC=N2)=C(N=CN(C)C)N=1, predict the reaction product.